This data is from TCR-epitope binding with 47,182 pairs between 192 epitopes and 23,139 TCRs. The task is: Binary Classification. Given a T-cell receptor sequence (or CDR3 region) and an epitope sequence, predict whether binding occurs between them. (1) The epitope is QARQMVQAMRTIGTHP. The TCR CDR3 sequence is CASSHGIYNEQFF. Result: 1 (the TCR binds to the epitope). (2) The epitope is NEGVKAAW. The TCR CDR3 sequence is CASSFSDFGNEQYF. Result: 0 (the TCR does not bind to the epitope). (3) The epitope is YLNTLTLAV. The TCR CDR3 sequence is CASSLDGGLNTEAFF. Result: 1 (the TCR binds to the epitope). (4) The epitope is EPLPQGQLTAY. The TCR CDR3 sequence is CASSFYDWNTEAFF. Result: 1 (the TCR binds to the epitope). (5) The epitope is KLPDDFTGCV. The TCR CDR3 sequence is CASSDTRDSNQPQHF. Result: 0 (the TCR does not bind to the epitope).